Dataset: Catalyst prediction with 721,799 reactions and 888 catalyst types from USPTO. Task: Predict which catalyst facilitates the given reaction. (1) Reactant: [CH:1]([O:4][C:5]1[C:6]([CH3:14])=[C:7]([CH:11]=[CH:12][CH:13]=1)[C:8]([OH:10])=O)([CH3:3])[CH3:2].F[P-](F)(F)(F)(F)F.N1(OC(N(C)C)=[N+](C)C)C2N=CC=CC=2N=N1.CN1CCOCC1.Cl.[NH2:47][CH2:48][C:49]1[C:50](=[O:57])[NH:51][C:52]([CH3:56])=[CH:53][C:54]=1[CH3:55]. Product: [CH3:55][C:54]1[CH:53]=[C:52]([CH3:56])[NH:51][C:50](=[O:57])[C:49]=1[CH2:48][NH:47][C:8](=[O:10])[C:7]1[CH:11]=[CH:12][CH:13]=[C:5]([O:4][CH:1]([CH3:2])[CH3:3])[C:6]=1[CH3:14]. The catalyst class is: 35. (2) Reactant: [F:1][C:2]1[CH:7]=[CH:6][C:5]([CH3:8])=[CH:4][C:3]=1[C:9]1[CH:10]=[N:11][C:12]([N:15]2[C:23]3[C:18](=[CH:19][CH:20]=[C:21]([C:24]([O:26]C)=[O:25])[CH:22]=3)[C:17]([CH:28]([OH:30])[CH3:29])=[N:16]2)=[N:13][CH:14]=1.O.[OH-].[Li+]. Product: [F:1][C:2]1[CH:7]=[CH:6][C:5]([CH3:8])=[CH:4][C:3]=1[C:9]1[CH:14]=[N:13][C:12]([N:15]2[C:23]3[C:18](=[CH:19][CH:20]=[C:21]([C:24]([OH:26])=[O:25])[CH:22]=3)[C:17]([CH:28]([OH:30])[CH3:29])=[N:16]2)=[N:11][CH:10]=1. The catalyst class is: 20. (3) Reactant: C[O:2][C:3]([C:5]1[CH2:9][CH:8]([C:10]2[CH:15]=[CH:14][CH:13]=[CH:12][C:11]=2[Cl:16])[N:7]([C:17]2[CH:22]=[CH:21][C:20]([Br:23])=[CH:19][CH:18]=2)[N:6]=1)=[O:4].[OH-].[K+].CO. Product: [Br:23][C:20]1[CH:21]=[CH:22][C:17]([N:7]2[CH:8]([C:10]3[CH:15]=[CH:14][CH:13]=[CH:12][C:11]=3[Cl:16])[CH2:9][C:5]([C:3]([OH:4])=[O:2])=[N:6]2)=[CH:18][CH:19]=1. The catalyst class is: 6. (4) Reactant: C([Li])(C)(C)C.[CH2:6]([O:10][C:11]1[CH:12]=[C:13]([CH2:17][C:18]#[N:19])[CH:14]=[CH:15][CH:16]=1)[CH2:7][CH2:8][CH3:9].C1C=CC(S(N(S(C2C=CC=CC=2)(=O)=O)[F:30])(=O)=O)=CC=1. Product: [CH2:6]([O:10][C:11]1[CH:12]=[C:13]([CH:17]([F:30])[C:18]#[N:19])[CH:14]=[CH:15][CH:16]=1)[CH2:7][CH2:8][CH3:9]. The catalyst class is: 1. (5) Product: [C:5]1([S:4][C:2](=[S:3])[NH:22][N:13]2[CH2:14][CH2:15][C:16]3[C:21](=[CH:20][CH:19]=[CH:18][CH:17]=3)[CH2:12]2)[CH:10]=[CH:9][CH:8]=[CH:7][CH:6]=1. The catalyst class is: 468. Reactant: Cl[C:2]([S:4][C:5]1[CH:10]=[CH:9][CH:8]=[CH:7][CH:6]=1)=[S:3].Cl.[CH2:12]1[C:21]2[C:16](=[CH:17][CH:18]=[CH:19][CH:20]=2)[CH2:15][CH2:14][N:13]1[NH2:22]. (6) Reactant: [CH3:1][C:2]1[S:3][C:4]([C:8]2[CH:13]=[CH:12][N:11]=[C:10]([NH:14][C:15]3[CH:20]=[CH:19][C:18]([N:21]4[CH2:26][CH2:25][N:24](C(=O)C)[CH2:23][CH2:22]4)=[CH:17][CH:16]=3)[N:9]=2)=[C:5]([CH3:7])[N:6]=1.Cl.C([O-])([O-])=O.[Na+].[Na+]. Product: [CH3:1][C:2]1[S:3][C:4]([C:8]2[CH:13]=[CH:12][N:11]=[C:10]([NH:14][C:15]3[CH:16]=[CH:17][C:18]([N:21]4[CH2:22][CH2:23][NH:24][CH2:25][CH2:26]4)=[CH:19][CH:20]=3)[N:9]=2)=[C:5]([CH3:7])[N:6]=1. The catalyst class is: 14.